Dataset: Reaction yield outcomes from USPTO patents with 853,638 reactions. Task: Predict the reaction yield, written as a fraction of the theoretical maximum amount of product (1.0 means a 100% yield; for example, 0.34 means a 34% yield). (1) The reactants are [CH3:1][C:2]1[NH:7][C:6](=[O:8])[C:5]([C:9]#[N:10])=[C:4]([CH2:11][N:12]2[CH2:17][CH2:16][O:15][CH2:14][CH2:13]2)[CH:3]=1.Cl.O1CCOCC1. The catalyst is CC(O)=O.[Ni]. The product is [NH2:10][CH2:9][C:5]1[C:6](=[O:8])[NH:7][C:2]([CH3:1])=[CH:3][C:4]=1[CH2:11][N:12]1[CH2:17][CH2:16][O:15][CH2:14][CH2:13]1. The yield is 0.950. (2) The reactants are [Br:1][C:2]1[N:10]=[CH:9][N:8]=[C:7]2[C:3]=1[N:4]=[CH:5][NH:6]2.C(=O)([O-])[O-].[K+].[K+].[CH3:17][O:18][C:19]1[CH:26]=[CH:25][C:22]([CH2:23]Cl)=[CH:21][CH:20]=1. The catalyst is CN(C=O)C. The product is [CH3:17][O:18][C:19]1[CH:26]=[CH:25][C:22]([CH2:23][N:6]2[CH:5]=[N:4][C:3]3[C:7]2=[N:8][CH:9]=[N:10][C:2]=3[Br:1])=[CH:21][CH:20]=1. The yield is 0.390. (3) The reactants are C(OC([N:11]1[CH2:18][C@@H:17]2[C@@H:13]([N:14]([C:19]3[CH:24]=[CH:23][C:22]([C:25]4[CH:30]=[CH:29][C:28]([C:31]#[N:32])=[CH:27][CH:26]=4)=[CH:21][CH:20]=3)[CH2:15][CH2:16]2)[CH2:12]1)=O)C1C=CC=CC=1. The catalyst is FC(F)(F)C(O)=O. The product is [N:14]1([C:19]2[CH:20]=[CH:21][C:22]([C:25]3[CH:30]=[CH:29][C:28]([C:31]#[N:32])=[CH:27][CH:26]=3)=[CH:23][CH:24]=2)[CH2:15][CH2:16][C@@H:17]2[CH2:18][NH:11][CH2:12][C@H:13]12. The yield is 0.640.